Dataset: Forward reaction prediction with 1.9M reactions from USPTO patents (1976-2016). Task: Predict the product of the given reaction. Given the reactants Cl[C:2]1[N:3]=[C:4]([O:11][C:12]2[C:17]([CH3:18])=[CH:16][C:15]([CH:19]3[CH2:21][CH2:20]3)=[CH:14][C:13]=2[CH3:22])[C:5]2[CH:10]=[CH:9][NH:8][C:6]=2[N:7]=1.[NH2:23][C:24]1[CH:31]=[CH:30][C:27]([C:28]#[N:29])=[CH:26][CH:25]=1.FC(F)(F)C(O)=O, predict the reaction product. The product is: [CH:19]1([C:15]2[CH:16]=[C:17]([CH3:18])[C:12]([O:11][C:4]3[C:5]4[CH:10]=[CH:9][NH:8][C:6]=4[N:7]=[C:2]([NH:23][C:24]4[CH:31]=[CH:30][C:27]([C:28]#[N:29])=[CH:26][CH:25]=4)[N:3]=3)=[C:13]([CH3:22])[CH:14]=2)[CH2:21][CH2:20]1.